This data is from Peptide-MHC class II binding affinity with 134,281 pairs from IEDB. The task is: Regression. Given a peptide amino acid sequence and an MHC pseudo amino acid sequence, predict their binding affinity value. This is MHC class II binding data. (1) The peptide sequence is AAFHSRFVQALTTAA. The MHC is HLA-DPA10103-DPB10401 with pseudo-sequence HLA-DPA10103-DPB10401. The binding affinity (normalized) is 0.596. (2) The peptide sequence is EKKYSAATQFEPLAA. The MHC is HLA-DPA10103-DPB10401 with pseudo-sequence HLA-DPA10103-DPB10401. The binding affinity (normalized) is 0.542.